This data is from Catalyst prediction with 721,799 reactions and 888 catalyst types from USPTO. The task is: Predict which catalyst facilitates the given reaction. (1) Reactant: [CH3:1][O:2][C:3](=[O:38])[CH2:4][N:5]([S:27](=[O:37])(=[O:36])[NH:28]C(OC(C)(C)C)=O)[C:6]1[CH:7]=[C:8]2[C:13](=[CH:14][C:15]=1[O:16][CH2:17][C:18]1[CH:23]=[CH:22][CH:21]=[CH:20][CH:19]=1)[O:12][C:11](=[O:24])[C:10]([O:25][CH3:26])=[CH:9]2. Product: [CH3:1][O:2][C:3](=[O:38])[CH2:4][N:5]([S:27](=[O:37])(=[O:36])[NH2:28])[C:6]1[CH:7]=[C:8]2[C:13](=[CH:14][C:15]=1[O:16][CH2:17][C:18]1[CH:23]=[CH:22][CH:21]=[CH:20][CH:19]=1)[O:12][C:11](=[O:24])[C:10]([O:25][CH3:26])=[CH:9]2. The catalyst class is: 157. (2) Reactant: [OH:1][CH2:2][CH:3]([NH:7][C:8]([C:10]1[C:11]2[C:16]([N:17]=[C:18]3[C:23]=1[CH:22]=[CH:21][CH:20]=[CH:19]3)=[CH:15][CH:14]=[CH:13][CH:12]=2)=[O:9])[CH:4]([OH:6])[CH3:5].[CH3:24][O:25][C:26]1(OC)[CH:45]=[CH:44][C:29]([C:30](Cl)([C:37]2[CH:42]=[CH:41][CH:40]=[CH:39][CH:38]=2)[C:31]2[CH:36]=[CH:35][CH:34]=[CH:33][CH:32]=2)=[CH:28][CH2:27]1.[CH3:48][OH:49]. Product: [OH:6][CH:4]([CH3:5])[CH:3]([NH:7][C:8]([C:10]1[C:23]2[C:18]([N:17]=[C:16]3[C:11]=1[CH:12]=[CH:13][CH:14]=[CH:15]3)=[CH:19][CH:20]=[CH:21][CH:22]=2)=[O:9])[CH2:2][O:1][C:30]([C:37]1[CH:42]=[CH:41][CH:40]=[CH:39][CH:38]=1)([C:31]1[CH:32]=[CH:33][C:34]([O:49][CH3:48])=[CH:35][CH:36]=1)[C:29]1[CH:44]=[CH:45][C:26]([O:25][CH3:24])=[CH:27][CH:28]=1. The catalyst class is: 17. (3) Reactant: C(N(CC)C(C)C)(C)C.CN(C(ON1N=NC2C=CC=NC1=2)=[N+](C)C)C.F[P-](F)(F)(F)(F)F.[CH3:34][C:35]1([CH3:46])[CH2:40][NH:39][CH:38]([CH2:41][C:42]([NH2:44])=[O:43])[C:37](=[O:45])[NH:36]1.[Cl:47][C:48]1[CH:53]=[CH:52][N:51]=[C:50]([CH2:54][NH:55][C:56]2[O:57][C:58]3[C:64]([O:65][CH3:66])=[CH:63][C:62]([C:67](O)=[O:68])=[CH:61][C:59]=3[N:60]=2)[CH:49]=1. Product: [Cl:47][C:48]1[CH:53]=[CH:52][N:51]=[C:50]([CH2:54][NH:55][C:56]2[O:57][C:58]3[C:64]([O:65][CH3:66])=[CH:63][C:62]([C:67]([N:39]4[CH2:40][C:35]([CH3:46])([CH3:34])[NH:36][C:37](=[O:45])[CH:38]4[CH2:41][C:42]([NH2:44])=[O:43])=[O:68])=[CH:61][C:59]=3[N:60]=2)[CH:49]=1. The catalyst class is: 9.